This data is from Full USPTO retrosynthesis dataset with 1.9M reactions from patents (1976-2016). The task is: Predict the reactants needed to synthesize the given product. (1) The reactants are: [OH-:1].[K+].[CH:3]([O:6][C:7]1[C:8](=[O:19])[N:9]([C:13]2[CH:18]=[CH:17][CH:16]=[CH:15][CH:14]=2)[C:10](=[O:12])[CH:11]=1)([CH3:5])[CH3:4]. Given the product [CH:3]([O:6][C:7](=[CH:11][C:10](=[O:12])[NH:9][C:13]1[CH:18]=[CH:17][CH:16]=[CH:15][CH:14]=1)[C:8]([OH:19])=[O:1])([CH3:5])[CH3:4], predict the reactants needed to synthesize it. (2) Given the product [C:1]([O:5][C:6](=[O:24])[NH:7][C@H:8]([C:10]1[CH:15]=[CH:14][C:13]([CH:16]([OH:23])[CH:17]2[CH2:22][CH2:21][N:20]([C:34](=[O:35])[C:33]([F:44])([F:43])[F:32])[CH2:19][CH2:18]2)=[CH:12][CH:11]=1)[CH3:9])([CH3:2])([CH3:3])[CH3:4], predict the reactants needed to synthesize it. The reactants are: [C:1]([O:5][C:6](=[O:24])[NH:7][C@H:8]([C:10]1[CH:15]=[CH:14][C:13]([CH:16]([OH:23])[CH:17]2[CH2:22][CH2:21][NH:20][CH2:19][CH2:18]2)=[CH:12][CH:11]=1)[CH3:9])([CH3:4])([CH3:3])[CH3:2].C(N(CC)CC)C.[F:32][C:33]([F:44])([F:43])[C:34](O[C:34](=[O:35])[C:33]([F:44])([F:43])[F:32])=[O:35].O. (3) Given the product [ClH:38].[CH2:29]([O:28][C:26](=[O:27])[C:25]([C:31]1[C:12]([C:6]2[CH:7]=[CH:8][C:9]([CH3:11])=[CH:10][C:5]=2[O:4][CH2:1][CH:2]=[CH2:3])=[C:14]2[C:15]3[CH2:23][CH2:22][CH2:21][CH2:20][C:16]=3[S:17][C:18]2=[N:19][C:32]=1[CH3:33])=[O:24])[CH3:30], predict the reactants needed to synthesize it. The reactants are: [CH2:1]([O:4][C:5]1[CH:10]=[C:9]([CH3:11])[CH:8]=[CH:7][C:6]=1[C:12]([C:14]1[C:15]2[CH2:23][CH2:22][CH2:21][CH2:20][C:16]=2[S:17][C:18]=1[NH2:19])=O)[CH:2]=[CH2:3].[O:24]=[C:25]([CH2:31][C:32](=O)[CH3:33])[C:26]([O:28][CH2:29][CH3:30])=[O:27].C([Cl:38])(=O)C.